This data is from CYP3A4 inhibition data for predicting drug metabolism from PubChem BioAssay. The task is: Regression/Classification. Given a drug SMILES string, predict its absorption, distribution, metabolism, or excretion properties. Task type varies by dataset: regression for continuous measurements (e.g., permeability, clearance, half-life) or binary classification for categorical outcomes (e.g., BBB penetration, CYP inhibition). Dataset: cyp3a4_veith. (1) The drug is CCOc1cccc(C2C(C(=O)c3ccc(C)o3)=C(O)C(=O)N2Cc2ccncc2)c1. The result is 1 (inhibitor). (2) The drug is C/C(=N\OC(=O)c1ccc(F)cc1)c1nccs1. The result is 0 (non-inhibitor). (3) The drug is CCCNC(=S)Nc1ccc(Br)cc1. The result is 0 (non-inhibitor).